Dataset: hERG potassium channel inhibition data for cardiac toxicity prediction from Karim et al.. Task: Regression/Classification. Given a drug SMILES string, predict its toxicity properties. Task type varies by dataset: regression for continuous values (e.g., LD50, hERG inhibition percentage) or binary classification for toxic/non-toxic outcomes (e.g., AMES mutagenicity, cardiotoxicity, hepatotoxicity). Dataset: herg_karim. (1) The molecule is OC1CN(C[C@@H]2Cc3cccnc3[C@@H](O)C2)CCC1c1ccc(F)cc1Cl. The result is 0 (non-blocker). (2) The molecule is COc1ccc(N(Cc2cnccc2C)C2CCN(C(C)CCNC(=O)c3c(C)cc(Cl)nc3C)CC2)cc1. The result is 1 (blocker). (3) The drug is O=C(O)C1=NC(C(=O)O)CC(C=CN2c3cc(O)c(OC4OC(CO)C(O)C(O)C4O)cc3CC2C(=O)O)=C1. The result is 0 (non-blocker). (4) The drug is CCC[N+]1C[C@H](CSC)C[C@@H]2c3cccc4c3C(C=N4)C[C@H]21. The result is 1 (blocker). (5) The compound is COc1ccccc1N1CCN(Cc2nc3c4cccc(OC)c4nc(N)n3n2)[C@H](C)C1. The result is 0 (non-blocker).